From a dataset of Forward reaction prediction with 1.9M reactions from USPTO patents (1976-2016). Predict the product of the given reaction. (1) Given the reactants [F:1][C:2]1[CH:3]=[C:4]2[C:11]([C:12]3[N:13]=[N:14][C:15]4[C:20]([CH3:22])([CH3:21])[C:19](=[O:23])[NH:18][C:16]=4[N:17]=3)=[N:10][NH:9][C:5]2=[N:6][C:7]=1[CH3:8].C(=O)([O-])[O-].[Cs+].[Cs+].[F:30][C:31]1[CH:38]=[CH:37][CH:36]=[C:35]([F:39])[C:32]=1[CH2:33]Br, predict the reaction product. The product is: [F:30][C:31]1[CH:38]=[CH:37][CH:36]=[C:35]([F:39])[C:32]=1[CH2:33][N:9]1[C:5]2=[N:6][C:7]([CH3:8])=[C:2]([F:1])[CH:3]=[C:4]2[C:11]([C:12]2[N:13]=[N:14][C:15]3[C:20]([CH3:21])([CH3:22])[C:19](=[O:23])[NH:18][C:16]=3[N:17]=2)=[N:10]1. (2) Given the reactants Br[C:2]1[CH:3]=[N:4][N:5]2[C:10]([C:11]3[CH:12]=[C:13]([NH:17][C:18](=[O:23])[CH2:19][CH:20]([CH3:22])[CH3:21])[CH:14]=[CH:15][CH:16]=3)=[CH:9][CH:8]=[N:7][C:6]=12.[NH2:24][C:25]1[CH:26]=[C:27](B(O)O)[CH:28]=[CH:29][CH:30]=1, predict the reaction product. The product is: [NH2:24][C:25]1[CH:30]=[C:29]([C:2]2[CH:3]=[N:4][N:5]3[C:10]([C:11]4[CH:12]=[C:13]([NH:17][C:18](=[O:23])[CH2:19][CH:20]([CH3:22])[CH3:21])[CH:14]=[CH:15][CH:16]=4)=[CH:9][CH:8]=[N:7][C:6]=23)[CH:28]=[CH:27][CH:26]=1.